This data is from Experimentally validated miRNA-target interactions with 360,000+ pairs, plus equal number of negative samples. The task is: Binary Classification. Given a miRNA mature sequence and a target amino acid sequence, predict their likelihood of interaction. (1) The miRNA is hsa-miR-615-3p with sequence UCCGAGCCUGGGUCUCCCUCUU. The protein sequence of the target gene is MPGRAPLRTVPGALGAWLLGGLWAWTLCGLCSLGAVGAPRPCQAPQQWEGRQVMYQQSSGRNSRALLSYDGLNQRVRVLDERKALIPCKRLFEYILLYKDGVMFQIDQATKQCSKMTLTQPWDPLDIPQNSTFEDQYSIGGPQEQITVQEWSDRKSARSYETWIGIYTVKDCYPVQETFTINYSVILSTRFFDIQLGIKDPSVFTPPSTCQMAQLEKMSEDCSW. Result: 1 (interaction). (2) The miRNA is hsa-miR-92a-3p with sequence UAUUGCACUUGUCCCGGCCUGU. The protein sequence of the target gene is MAASLVGKKIVFVTGNAKKLEEVVQILGDKFPCTLVAQKIDLPEYQGEPDEISIQKCQEAVRQVQGPVLVEDTCLCFNALGGLPGPYIKWFLEKLKPEGLHQLLAGFEDKSAYALCTFALSTGDPSQPVRLFRGRTSGRIVAPRGCQDFGWDPCFQPDGYEQTYAEMPKAEKNAVSHRFRALLELQEYFGSLAA. Result: 0 (no interaction). (3) The miRNA is hsa-miR-6753-5p with sequence CACCAGGGCAGAGCAGGGCUGA. The protein sequence of the target gene is MLSVRVAAAVARALPRRAGLVSKNALGSSFVGARNLHASNTRLQKTGTAEMSSILEERILGADTSVDLEETGRVLSIGDGIARVHGLRNVQAEEMVEFSSGLKGMSLNLEPDNVGVVVFGNDKLIKEGDVVKRTGAIVDVPVGEELLGRVVDALGNAIDGKGPIGSKTRRRVGLKAPGIIPRISVREPMQTGIKAVDSLVPIGRGQRELIIGDRQTGKTSIAIDTIINQKRFNDGTDEKKKLYCIYVAIGQKRSTVAQLVKRLTDADAMKYTIVVSATASDAAPLQYLAPYSGCSMGEYF.... Result: 0 (no interaction). (4) The miRNA is hsa-miR-212-3p with sequence UAACAGUCUCCAGUCACGGCC. The protein sequence of the target gene is MDGRDFAPPPHLLSERGSLGHRSAAAAARLAPAGPAAQPPAHFQPGKYFPSPLPMASHTASSRLMGSSPASSFMGSFLTSSLGSAASTHPSGPSSSPPEQAYRGSHPTTSQIWFSHSHEAPGYPRFSGSLASTFLPVSHLDHHGNSNVLYGQHRFYGTQKDNFYLRNLPPQPTLLPANHNFPSVARAAPAHPMGSCSRDRDRGEAGSLQKGPKDFDRFLVGKELGREKAGKAAEGKERPAAEEDGGKERHKLVLPVPADGHCREGGPAPRGACEGRPKHLTSCLLNTKVLNGEMGRAALA.... Result: 0 (no interaction). (5) The miRNA is hsa-miR-30b-5p with sequence UGUAAACAUCCUACACUCAGCU. The protein sequence of the target gene is MRQPPGESDMAVSDALLPSFSTFASGPAGREKTLRQAGAPNNRWREELSHMKRLPPVLPGRPYDLAAATVATDLESGGAGAACGGSNLAPLPRRETEEFNDLLDLDFILSNSLTHPPESVAATVSSSASASSSSSPSSSGPASAPSTCSFTYPIRAGNDPGVAPGGTGGGLLYGRESAPPPTAPFNLADINDVSPSGGFVAELLRPELDPVYIPPQQPQPPGGGLMGKFVLKASLSAPGSEYGSPSVISVSKGSPDGSHPVVVAPYNGGPPRTCPKIKQEAVSSCTHLGAGPPLSNGHRP.... Result: 1 (interaction). (6) The miRNA is hsa-miR-26b-5p with sequence UUCAAGUAAUUCAGGAUAGGU. The protein sequence of the target gene is MAEGLERVRISASELRGILATLAPQAGSRENMKELKEARPRKDNRRPDLEIYKPGLSRLRNKPKIKEPPGSEEFKDEIVNDRDCSAVENGTQPVKDVCKELNNQEQNGPIDPENNRGQESFPRTAGQEDRSLKIIKRTKKPDLQIYQPGRRLQTVSKESASRVEEEEVLNQVEQLRVEEDECRGNVAKEEVANKPDRAEIEKSPGGGRVGAAKGEKGKRMGKGEGVRETHDDPARGRPGSAKRYSRSDKRRNRYRTRSTSSAGSNNSAEGAGLTDNGCRRRRQDRTKERPRLKKQVSVSS.... Result: 1 (interaction). (7) The miRNA is hsa-miR-132-3p with sequence UAACAGUCUACAGCCAUGGUCG. The protein sequence of the target gene is MSAEAADREAATSSRPCTPPQTCWFEFLLEESLLEKHLRKPCPDPAPVQLIVQFLEQASKPSVNEQNQVQPPPDNKRNRILKLLALKVAAHLKWDLDILEKSLSVPVLNMLLNELLCISKVPPGTKHVDMDLATLPPTTAMAVLLYNRWAIRTIVQSSFPVKQAKPGPPQLSVMNQMQQEKELTENILKVLKEQAADSILVLEAALKLNKDLYVHTMRTLDLLAMEPGMVNGETESSTAGLKVKTEEMQCQVCYDLGAAYFQQGSTNSAVYENAREKFFRTKELIAEIGSLSLHCTIDEK.... Result: 1 (interaction).